This data is from Full USPTO retrosynthesis dataset with 1.9M reactions from patents (1976-2016). The task is: Predict the reactants needed to synthesize the given product. The reactants are: [NH2:1][C:2]1[S:3][CH:4]=[C:5]([C:7]2[CH:12]=[CH:11][C:10]([NH:13][C:14](=[O:16])[CH3:15])=[CH:9][CH:8]=2)[N:6]=1.[Cl:17][C:18]1[CH:23]=[C:22]([Cl:24])[CH:21]=[C:20]([CH3:25])[C:19]=1[S:26](Cl)(=[O:28])=[O:27]. Given the product [Cl:17][C:18]1[CH:23]=[C:22]([Cl:24])[CH:21]=[C:20]([CH3:25])[C:19]=1[S:26]([NH:1][C:2]1[S:3][CH:4]=[C:5]([C:7]2[CH:8]=[CH:9][C:10]([NH:13][C:14](=[O:16])[CH3:15])=[CH:11][CH:12]=2)[N:6]=1)(=[O:28])=[O:27], predict the reactants needed to synthesize it.